Dataset: Reaction yield outcomes from USPTO patents with 853,638 reactions. Task: Predict the reaction yield, written as a fraction of the theoretical maximum amount of product (1.0 means a 100% yield; for example, 0.34 means a 34% yield). (1) The reactants are [CH3:1][O:2][C:3]1[NH:4][C:5](=[O:27])[C:6]([CH2:12][C:13]2[CH:18]=[CH:17][C:16]([C:19]3[C:20]([C:25]#[N:26])=[CH:21][CH:22]=[CH:23][CH:24]=3)=[CH:15][CH:14]=2)=[C:7]([CH2:9][CH2:10][CH3:11])[N:8]=1.[CH3:28][C:29]1([CH3:41])[CH2:33][C:32]2[CH:34]=[C:35](B(O)O)[CH:36]=[CH:37][C:31]=2[O:30]1.C(N(CC)CC)C.N1C=CC=CC=1. The catalyst is ClCCl.C(OCC)(=O)C.C([O-])(=O)C.[Cu+2].C([O-])(=O)C. The product is [CH3:28][C:29]1([CH3:41])[CH2:33][C:32]2[CH:34]=[C:35]([N:4]3[C:5](=[O:27])[C:6]([CH2:12][C:13]4[CH:18]=[CH:17][C:16]([C:19]5[C:20]([C:25]#[N:26])=[CH:21][CH:22]=[CH:23][CH:24]=5)=[CH:15][CH:14]=4)=[C:7]([CH2:9][CH2:10][CH3:11])[N:8]=[C:3]3[O:2][CH3:1])[CH:36]=[CH:37][C:31]=2[O:30]1. The yield is 0.510. (2) The reactants are [Cl:1][C:2]1[CH:3]=[C:4]2[C:9](=[CH:10][CH:11]=1)[N:8]=[C:7]([NH:12][C:13](=[O:17])OCC)[C:6]([O:18][CH3:19])=[N:5]2.[CH3:20][O:21][C:22]1[CH:27]=[CH:26][C:25]([N:28]2[CH2:33][CH2:32][NH:31][CH2:30][CH2:29]2)=[CH:24][CH:23]=1. No catalyst specified. The product is [Cl:1][C:2]1[CH:3]=[C:4]2[C:9](=[CH:10][CH:11]=1)[N:8]=[C:7]([NH:12][C:13]([N:31]1[CH2:30][CH2:29][N:28]([C:25]3[CH:24]=[CH:23][C:22]([O:21][CH3:20])=[CH:27][CH:26]=3)[CH2:33][CH2:32]1)=[O:17])[C:6]([O:18][CH3:19])=[N:5]2. The yield is 0.900. (3) The reactants are [CH2:1]1[O:5][C:4]2[CH:6]=[C:7]([OH:10])[CH:8]=[CH:9][C:3]=2[O:2]1.C([Mg]Cl)(C)C.[Br:16][C:17]1[CH:18]=[CH:19][CH:20]=[C:21]2[C:25]=1[NH:24][C:23](=[O:26])[C:22]2=[O:27]. The catalyst is O1CCCC1.[Cl-].[NH4+].C(OCC)(=O)C. The product is [Br:16][C:17]1[CH:18]=[CH:19][CH:20]=[C:21]2[C:25]=1[NH:24][C:23](=[O:26])[C:22]2([OH:27])[C:8]1[C:7]([OH:10])=[CH:6][C:4]2[O:5][CH2:1][O:2][C:3]=2[CH:9]=1. The yield is 0.770. (4) The product is [CH3:1][O:2][C:3]1[CH:12]=[C:11]2[C:6]([C:7](=[O:18])[CH2:8][CH:9]([C:13]([O:15][CH2:16][CH3:17])=[O:14])[O:10]2)=[CH:5][CH:4]=1. The catalyst is C(O)C.[Pd]. The yield is 0.367. The reactants are [CH3:1][O:2][C:3]1[CH:12]=[C:11]2[C:6]([C:7](=[O:18])[CH:8]=[C:9]([C:13]([O:15][CH2:16][CH3:17])=[O:14])[O:10]2)=[CH:5][CH:4]=1.C([O-])=O.[NH4+]. (5) The product is [Br:32][C:28]1[CH:27]=[C:26]([CH:14]([N:13]=[C:1]=[S:2])[C:15]2[CH:16]=[C:17]([CH:23]=[CH:24][CH:25]=2)[C:18]([N:20]([CH3:21])[CH3:22])=[O:19])[CH:31]=[CH:30][CH:29]=1. The reactants are [C:1](N1C=CN=C1)(N1C=CN=C1)=[S:2].[NH2:13][CH:14]([C:26]1[CH:31]=[CH:30][CH:29]=[C:28]([Br:32])[CH:27]=1)[C:15]1[CH:16]=[C:17]([CH:23]=[CH:24][CH:25]=1)[C:18]([N:20]([CH3:22])[CH3:21])=[O:19]. The catalyst is ClCCl. The yield is 1.00.